This data is from Forward reaction prediction with 1.9M reactions from USPTO patents (1976-2016). The task is: Predict the product of the given reaction. (1) Given the reactants [C:1]12([CH2:11][O:12][C:13]3[C:25]([CH:26]4[CH2:28][CH2:27]4)=[CH:24][C:16]([C:17]([O:19]C(C)(C)C)=[O:18])=[C:15]([F:29])[CH:14]=3)[CH2:10][CH:5]3[CH2:6][CH:7]([CH2:9][CH:3]([CH2:4]3)[CH2:2]1)[CH2:8]2.FC(F)(F)C(O)=O, predict the reaction product. The product is: [C:1]12([CH2:11][O:12][C:13]3[C:25]([CH:26]4[CH2:27][CH2:28]4)=[CH:24][C:16]([C:17]([OH:19])=[O:18])=[C:15]([F:29])[CH:14]=3)[CH2:2][CH:3]3[CH2:4][CH:5]([CH2:6][CH:7]([CH2:9]3)[CH2:8]1)[CH2:10]2. (2) Given the reactants [Cl:1][C:2]1[CH:7]=[CH:6][CH:5]=[CH:4][C:3]=1[C@H:8]([O:10][C:11](=[O:27])[NH:12][C:13]1[C:14]([CH3:26])=[N:15][O:16][C:17]=1[C:18]1[CH:23]=[CH:22][C:21]([CH2:24]Cl)=[CH:20][CH:19]=1)[CH3:9].Cl.C[O:30][C:31](=[O:38])[C@H:32]([NH2:37])[CH2:33][CH:34]1[CH2:36][CH2:35]1, predict the reaction product. The product is: [Cl:1][C:2]1[CH:7]=[CH:6][CH:5]=[CH:4][C:3]=1[C@H:8]([O:10][C:11]([NH:12][C:13]1[C:14]([CH3:26])=[N:15][O:16][C:17]=1[C:18]1[CH:23]=[CH:22][C:21]([CH2:24][NH:37][C@H:32]([CH2:33][CH:34]2[CH2:36][CH2:35]2)[C:31]([OH:38])=[O:30])=[CH:20][CH:19]=1)=[O:27])[CH3:9]. (3) Given the reactants O=[C:2]1[CH2:7][CH2:6][CH:5]([N:8]2[C:13](=[O:14])[C:12]([CH2:15][C:16]3[CH:21]=[CH:20][C:19]([C:22]4[CH:27]=[CH:26][CH:25]=[CH:24][C:23]=4[C:28]4[NH:32][C:31](=[O:33])[O:30][N:29]=4)=[CH:18][CH:17]=3)=[C:11]([CH2:34][CH2:35][CH3:36])[N:10]3[N:37]=[CH:38][N:39]=[C:9]23)[CH2:4][CH2:3]1.[NH2:40][O:41][CH2:42][C:43]([CH3:46])([OH:45])[CH3:44].N1C=CC=CC=1.Cl, predict the reaction product. The product is: [OH:45][C:43]([CH3:46])([CH3:44])[CH2:42][O:41][N:40]=[C:2]1[CH2:3][CH2:4][CH:5]([N:8]2[C:13](=[O:14])[C:12]([CH2:15][C:16]3[CH:17]=[CH:18][C:19]([C:22]4[CH:27]=[CH:26][CH:25]=[CH:24][C:23]=4[C:28]4[NH:32][C:31](=[O:33])[O:30][N:29]=4)=[CH:20][CH:21]=3)=[C:11]([CH2:34][CH2:35][CH3:36])[N:10]3[N:37]=[CH:38][N:39]=[C:9]23)[CH2:6][CH2:7]1. (4) The product is: [Cl:1][C:2]1[CH:11]=[CH:10][C:5]2[NH:6][C:7]([S:9][C:15]3[CH:16]=[CH:17][C:18]([N+:28]([O-:30])=[O:29])=[C:19]4[C:23]=3[NH:22][CH:21]=[C:20]4[S:24]([CH3:27])(=[O:26])=[O:25])=[N:8][C:4]=2[CH:3]=1. Given the reactants [Cl:1][C:2]1[CH:11]=[CH:10][C:5]2[N:6]=[C:7]([SH:9])[NH:8][C:4]=2[CH:3]=1.[OH-].[K+].F[C:15]1[CH:16]=[CH:17][C:18]([N+:28]([O-:30])=[O:29])=[C:19]2[C:23]=1[NH:22][CH:21]=[C:20]2[S:24]([CH3:27])(=[O:26])=[O:25], predict the reaction product. (5) Given the reactants [CH3:1][C:2]([N:8]1[CH:12]=[C:11]([C:13]2[CH:14]=[N:15][CH:16]=[CH:17][CH:18]=2)[N:10]=[CH:9]1)([CH3:7])[CH2:3][CH2:4][CH2:5]O.N(C(OCC)=O)=NC(OCC)=O.C1(P(C2C=CC=CC=2)C2C=CC=CC=2)C=CC=CC=1.[C:50]1(=[O:60])[NH:54][C:53](=[O:55])[C:52]2=[CH:56][CH:57]=[CH:58][CH:59]=[C:51]12, predict the reaction product. The product is: [CH3:1][C:2]([N:8]1[CH:12]=[C:11]([C:13]2[CH:14]=[N:15][CH:16]=[CH:17][CH:18]=2)[N:10]=[CH:9]1)([CH3:7])[CH2:3][CH2:4][CH2:5][N:54]1[C:50](=[O:60])[C:51]2[C:52](=[CH:56][CH:57]=[CH:58][CH:59]=2)[C:53]1=[O:55]. (6) The product is: [C:18]([O:21][CH2:22][CH2:23][O:11][C:6]1[N:5]=[C:4]2[S:3][C:2]([NH2:1])=[N:10][C:9]2=[CH:8][CH:7]=1)(=[O:20])[CH3:19]. Given the reactants [NH2:1][C:2]1[S:3][C:4]2[C:9]([N:10]=1)=[CH:8][CH:7]=[C:6]([OH:11])[N:5]=2.C(=O)([O-])[O-].[K+].[K+].[C:18]([O:21][CH2:22][CH2:23]Br)(=[O:20])[CH3:19].O, predict the reaction product. (7) Given the reactants [CH3:1][N:2]([CH3:34])[C:3]1[C:12](/[CH:13]=[CH:14]/[C:15]2[N:20]=[C:19]([N:21]([CH3:28])[CH:22]3[CH2:27][CH2:26][O:25][CH2:24][CH2:23]3)[CH:18]=[C:17]([N:29]3[CH2:33][CH2:32][CH2:31][CH2:30]3)[N:16]=2)=[N:11][C:10]2[C:5](=[CH:6][CH:7]=[CH:8][CH:9]=2)[N:4]=1, predict the reaction product. The product is: [CH3:34][N:2]([CH3:1])[C:3]1[C:12]([CH2:13][CH2:14][C:15]2[N:20]=[C:19]([N:21]([CH3:28])[CH:22]3[CH2:27][CH2:26][O:25][CH2:24][CH2:23]3)[CH:18]=[C:17]([N:29]3[CH2:30][CH2:31][CH2:32][CH2:33]3)[N:16]=2)=[N:11][C:10]2[C:5](=[CH:6][CH:7]=[CH:8][CH:9]=2)[N:4]=1.[CH3:34][N:2]([CH3:1])[C:3]1[C:12](/[CH:13]=[CH:14]/[C:15]2[N:20]=[C:19]([N:21]([CH3:28])[CH:22]3[CH2:27][CH2:26][O:25][CH2:24][CH2:23]3)[CH:18]=[C:17]([N:29]3[CH2:30][CH2:31][CH2:32][CH2:33]3)[N:16]=2)=[N:11][C:10]2[C:5](=[CH:6][CH:7]=[CH:8][CH:9]=2)[N:4]=1. (8) Given the reactants [Br:1][CH2:2][CH2:3][CH2:4][CH2:5][CH2:6][CH2:7][CH2:8][CH2:9][CH2:10][CH2:11][CH2:12][CH2:13][CH2:14][C:15]1[CH:16]=[N:17][CH:18]=[CH:19][CH:20]=1.[N:21]1[CH:26]=[CH:25][C:24]([CH3:27])=[C:23]([CH3:28])[CH:22]=1, predict the reaction product. The product is: [Br-:1].[CH3:28][C:23]1[CH:22]=[N+:21]([CH2:2][CH2:3][CH2:4][CH2:5][CH2:6][CH2:7][CH2:8][CH2:9][CH2:10][CH2:11][CH2:12][CH2:13][CH2:14][C:15]2[CH:16]=[N:17][CH:18]=[CH:19][CH:20]=2)[CH:26]=[CH:25][C:24]=1[CH3:27]. (9) Given the reactants Br[C:2]1[CH:7]=[CH:6][CH:5]=[CH:4][C:3]=1[CH2:8][CH2:9][C:10]([N:12]([CH:22]([CH3:24])[CH3:23])[NH:13][C:14](=[O:21])[C:15]1[CH:20]=[CH:19][CH:18]=[CH:17][CH:16]=1)=[O:11].C([O-])([O-])=O.[Na+].[Na+].[CH3:31][C:32]1[C:37]([CH3:38])=[CH:36][CH:35]=[CH:34][C:33]=1B(O)O, predict the reaction product. The product is: [CH3:31][C:32]1[C:37]([CH3:38])=[CH:36][CH:35]=[CH:34][C:33]=1[C:2]1[CH:7]=[CH:6][CH:5]=[CH:4][C:3]=1[CH2:8][CH2:9][C:10]([N:12]([CH:22]([CH3:24])[CH3:23])[NH:13][C:14](=[O:21])[C:15]1[CH:20]=[CH:19][CH:18]=[CH:17][CH:16]=1)=[O:11]. (10) The product is: [OH:9][C:10]1([CH2:29][C:28]2[CH:31]=[CH:32][CH:33]=[C:26]([O:25][CH3:24])[CH:27]=2)[C:18]2[C:13](=[CH:14][CH:15]=[C:16]([CH3:19])[CH:17]=2)[N:12]([CH2:20][CH2:21][CH3:22])[C:11]1=[O:23]. Given the reactants C([O:9][CH:10]1[C:18]2[C:13](=[CH:14][CH:15]=[C:16]([CH3:19])[CH:17]=2)[N:12]([CH2:20][CH2:21][CH3:22])[C:11]1=[O:23])(=O)C1C=CC=CC=1.[CH3:24][O:25][C:26]1[CH:27]=[C:28]([CH:31]=[CH:32][CH:33]=1)[CH2:29]Cl, predict the reaction product.